The task is: Predict which catalyst facilitates the given reaction.. This data is from Catalyst prediction with 721,799 reactions and 888 catalyst types from USPTO. (1) Reactant: C(O)C(N)(CO)CO.Cl.[Cl-].[Cl-].[Ca+2:12].[P:13]([O-:17])([O-:16])([O-:15])=[O:14].[Na+].[Na+].[Na+].[Mg+2].[Cl-].[Cl-]. Product: [P:13]([O-:17])([O-:16])([O-:15])=[O:14].[Ca+2:12].[P:13]([O-:17])([O-:16])([O-:15])=[O:14].[Ca+2:12].[Ca+2:12]. The catalyst class is: 6. (2) Reactant: [CH3:1][O:2][C:3]([C:5]1[C@@H:10]([C:11]2[CH:16]=[CH:15][C:14]([C:17]#[N:18])=[CH:13][C:12]=2[C:19]#[C:20]Br)[N:9]2[C:22](=[O:25])[NH:23][N:24]=[C:8]2[N:7]([C:26]2[CH:31]=[CH:30][CH:29]=[C:28]([C:32]([F:35])([F:34])[F:33])[CH:27]=2)[C:6]=1[CH3:36])=[O:4].[CH3:37][NH:38][CH3:39].CO.[BH4-].[Na+]. Product: [CH3:1][O:2][C:3]([C:5]1[C@@H:10]([C:11]2[CH:16]=[CH:15][C:14]([C:17]#[N:18])=[CH:13][C:12]=2[CH2:19][CH2:20][N:38]([CH3:39])[CH3:37])[N:9]2[C:22](=[O:25])[NH:23][N:24]=[C:8]2[N:7]([C:26]2[CH:31]=[CH:30][CH:29]=[C:28]([C:32]([F:35])([F:34])[F:33])[CH:27]=2)[C:6]=1[CH3:36])=[O:4]. The catalyst class is: 210. (3) Reactant: [BH4-].[Na+].[CH3:3][O:4][C:5]([C:7]1([C:10]2[CH:11]=[C:12]3[C:17](=[CH:18][CH:19]=2)[O:16][CH2:15][CH2:14][C:13]3=O)[CH2:9][CH2:8]1)=[O:6]. Product: [CH3:3][O:4][C:5]([C:7]1([C:10]2[CH:11]=[C:12]3[C:17](=[CH:18][CH:19]=2)[O:16][CH2:15][CH2:14][CH2:13]3)[CH2:8][CH2:9]1)=[O:6]. The catalyst class is: 55. (4) Reactant: [OH:1][C:2]1[C:19]2[CH2:18][C@@:17]([OH:24])([C:20](=[O:23])[CH2:21][OH:22])[CH2:16][C@H:15]([O:25][C@@H:26]3[O:40][C@@H:39]([CH3:41])[C@H:29]4[O:30][C@H:31]5[N:36]([C@H:28]4[CH2:27]3)[CH2:35][CH2:34][O:33][C@@H:32]5[O:37][CH3:38])[C:14]=2[C:13]([OH:42])=[C:12]2[C:3]=1[C:4](=[O:46])[C:5]1[CH:6]=[CH:7][CH:8]=[C:9]([O:44][CH3:45])[C:10]=1[C:11]2=[O:43].[CH2:47]([O:49][C:50](=[O:59])[CH2:51][O:52][C:53]1[CH2:58][CH2:57][CH2:56][CH2:55][CH:54]=1)[CH3:48].O.C1(C)C=CC(S(O)(=O)=O)=CC=1.C(=O)(O)[O-].[Na+]. Product: [CH2:47]([O:49][C:50](=[O:59])[CH2:51][O:52][C:53]1([O:22][CH2:21][C:20](=[O:23])[C@@:17]2([OH:24])[CH2:16][C@H:15]([O:25][C@@H:26]3[O:40][C@@H:39]([CH3:41])[C@H:29]4[O:30][C@H:31]5[N:36]([C@H:28]4[CH2:27]3)[CH2:35][CH2:34][O:33][C@@H:32]5[O:37][CH3:38])[C:14]3[C:19](=[C:2]([OH:1])[C:3]4[C:4](=[O:46])[C:5]5[C:10]([C:11](=[O:43])[C:12]=4[C:13]=3[OH:42])=[C:9]([O:44][CH3:45])[CH:8]=[CH:7][CH:6]=5)[CH2:18]2)[CH2:58][CH2:57][CH2:56][CH2:55][CH2:54]1)[CH3:48]. The catalyst class is: 9.